From a dataset of Reaction yield outcomes from USPTO patents with 853,638 reactions. Predict the reaction yield, written as a fraction of the theoretical maximum amount of product (1.0 means a 100% yield; for example, 0.34 means a 34% yield). (1) The reactants are [H-].[Na+].[Cl:3][C:4]1[CH:9]=[CH:8][CH:7]=[C:6]([Cl:10])[C:5]=1[C:11]1[C:15]([CH2:16][O:17][C:18]2[CH:19]=[C:20]3[C:24](=[CH:25][CH:26]=2)[NH:23][CH:22]=[CH:21]3)=[C:14]([CH:27]([CH3:29])[CH3:28])[O:13][N:12]=1.Cl[C:31]([C:33]1[CH:34]=[C:35]([CH:43]=[CH:44][CH:45]=1)[C:36]([O:38][C:39]([CH3:42])([CH3:41])[CH3:40])=[O:37])=[O:32].C(OCC)(=O)C. The catalyst is CN(C)C=O.O. The product is [Cl:3][C:4]1[CH:9]=[CH:8][CH:7]=[C:6]([Cl:10])[C:5]=1[C:11]1[C:15]([CH2:16][O:17][C:18]2[CH:19]=[C:20]3[C:24](=[CH:25][CH:26]=2)[N:23]([C:31]([C:33]2[CH:34]=[C:35]([CH:43]=[CH:44][CH:45]=2)[C:36]([O:38][C:39]([CH3:41])([CH3:42])[CH3:40])=[O:37])=[O:32])[CH:22]=[CH:21]3)=[C:14]([CH:27]([CH3:29])[CH3:28])[O:13][N:12]=1. The yield is 0.190. (2) The reactants are [Cl:1][C:2]1[CH:7]=[CH:6][C:5]([O:8]C)=[CH:4][C:3]=1[C:10]1[C:34]([CH3:35])=[CH:33][C:13]2[N:14]=[C:15]([NH:18][C:19]3[CH:24]=[CH:23][C:22]([O:25][CH2:26][CH2:27][N:28]4[CH2:32][CH2:31][CH2:30][CH2:29]4)=[CH:21][CH:20]=3)[N:16]=[N:17][C:12]=2[CH:11]=1.B(Br)(Br)Br. The catalyst is C(Cl)Cl. The product is [Cl:1][C:2]1[CH:7]=[CH:6][C:5]([OH:8])=[CH:4][C:3]=1[C:10]1[C:34]([CH3:35])=[CH:33][C:13]2[N:14]=[C:15]([NH:18][C:19]3[CH:24]=[CH:23][C:22]([O:25][CH2:26][CH2:27][N:28]4[CH2:32][CH2:31][CH2:30][CH2:29]4)=[CH:21][CH:20]=3)[N:16]=[N:17][C:12]=2[CH:11]=1. The yield is 0.930. (3) The yield is 0.600. The reactants are [I:1][C:2]1[CH:3]=[C:4]2[C:8](=[CH:9][CH:10]=1)[NH:7][C:6](=[O:11])[C:5]2=O.[C:13]([C:15]1[CH:26]=[CH:25][C:18]([O:19][CH2:20][C:21]([NH:23][NH2:24])=[O:22])=[CH:17][CH:16]=1)#[N:14]. The product is [C:13]([C:15]1[CH:16]=[CH:17][C:18]([O:19][CH2:20][C:21]([NH:23][N:24]=[C:5]2[C:4]3[C:8](=[CH:9][CH:10]=[C:2]([I:1])[CH:3]=3)[NH:7][C:6]2=[O:11])=[O:22])=[CH:25][CH:26]=1)#[N:14]. The catalyst is C(O)(=O)C. (4) The yield is 0.800. The reactants are [C:1]([O:6][CH2:7][CH2:8][CH2:9][CH2:10][CH2:11][CH2:12][O:13][C:14]1[CH:22]=[CH:21][C:17]([C:18]([OH:20])=[O:19])=[CH:16][CH:15]=1)(=[O:5])[C:2]([CH3:4])=[CH2:3].O[C:24]1[CH:76]=[CH:75][C:27]([CH2:28][NH:29][C:30]2[C:39]3[C:34](=[CH:35][CH:36]=[CH:37][CH:38]=3)[C:33](/[N:40]=[N:41]/[C:42]3[C:51]4[C:46](=[CH:47][CH:48]=[CH:49][CH:50]=4)[C:45](/[N:52]=[N:53]/[C:54]4[CH:73]=[CH:72][C:57]([C:58]([O:60][C:61]5[CH:66]=[CH:65][C:64]([CH2:67][CH2:68][CH2:69][CH2:70][CH3:71])=[CH:63][CH:62]=5)=[O:59])=[CH:56][C:55]=4[CH3:74])=[CH:44][CH:43]=3)=[CH:32][CH:31]=2)=[CH:26][CH:25]=1. The catalyst is C1COCC1.C(N(CC)CC)C.CN(C1C=CN=CC=1)C. The product is [C:1]([O:6][CH2:7][CH2:8][CH2:9][CH2:10][CH2:11][CH2:12][O:13][C:14]1[CH:15]=[CH:16][C:17]([C:18]([O:20][C:24]2[CH:76]=[CH:75][C:27]([CH2:28][NH:29][C:30]3[C:39]4[C:34](=[CH:35][CH:36]=[CH:37][CH:38]=4)[C:33](/[N:40]=[N:41]/[C:42]4[C:51]5[C:46](=[CH:47][CH:48]=[CH:49][CH:50]=5)[C:45](/[N:52]=[N:53]/[C:54]5[CH:73]=[CH:72][C:57]([C:58]([O:60][C:61]6[CH:62]=[CH:63][C:64]([CH2:67][CH2:68][CH2:69][CH2:70][CH3:71])=[CH:65][CH:66]=6)=[O:59])=[CH:56][C:55]=5[CH3:74])=[CH:44][CH:43]=4)=[CH:32][CH:31]=3)=[CH:26][CH:25]=2)=[O:19])=[CH:21][CH:22]=1)(=[O:5])[C:2]([CH3:4])=[CH2:3]. (5) The reactants are Br[C:2]1[CH:7]=[CH:6][C:5]([N:8]2[C:16]3[C:15]([OH:17])=[C:14]([C:18]#[N:19])[C:13](=[O:20])[NH:12][C:11]=3[CH:10]=[CH:9]2)=[CH:4][CH:3]=1.O1CCOCC1.C([O-])([O-])=O.[Cs+].[Cs+].CC(OC([N:40]1[CH:44]=[CH:43][CH:42]=[C:41]1B(O)O)=O)(C)C. The catalyst is CN(C=O)C.C1C=CC([P]([Pd]([P](C2C=CC=CC=2)(C2C=CC=CC=2)C2C=CC=CC=2)([P](C2C=CC=CC=2)(C2C=CC=CC=2)C2C=CC=CC=2)[P](C2C=CC=CC=2)(C2C=CC=CC=2)C2C=CC=CC=2)(C2C=CC=CC=2)C2C=CC=CC=2)=CC=1.O. The product is [OH:17][C:15]1[C:16]2[N:8]([C:5]3[CH:6]=[CH:7][C:2]([C:41]4[NH:40][CH:44]=[CH:43][CH:42]=4)=[CH:3][CH:4]=3)[CH:9]=[CH:10][C:11]=2[NH:12][C:13](=[O:20])[C:14]=1[C:18]#[N:19]. The yield is 0.160.